From a dataset of Forward reaction prediction with 1.9M reactions from USPTO patents (1976-2016). Predict the product of the given reaction. (1) Given the reactants [NH:1]1[CH:5]=[CH:4][N:3]=[CH:2]1.[C:6]([O:10][CH3:11])(=[O:9])[CH:7]=[CH2:8], predict the reaction product. The product is: [N:1]1([CH2:8][CH2:7][C:6]([O:10][CH3:11])=[O:9])[CH:5]=[CH:4][N:3]=[CH:2]1. (2) The product is: [CH3:26][C:21]1([CH3:27])[C:22]([CH3:25])([CH3:24])[O:23][B:19]([C:2]2[CH:7]=[CH:6][C:5]([N:8]3[CH2:13][CH2:12][N:11]([CH2:14][C:15]([O:17][CH3:18])=[O:16])[CH2:10][CH2:9]3)=[CH:4][CH:3]=2)[O:20]1. Given the reactants Br[C:2]1[CH:7]=[CH:6][C:5]([N:8]2[CH2:13][CH2:12][N:11]([CH2:14][C:15]([O:17][CH3:18])=[O:16])[CH2:10][CH2:9]2)=[CH:4][CH:3]=1.[B:19]1([B:19]2[O:23][C:22]([CH3:25])([CH3:24])[C:21]([CH3:27])([CH3:26])[O:20]2)[O:23][C:22]([CH3:25])([CH3:24])[C:21]([CH3:27])([CH3:26])[O:20]1.C([O-])(=O)C.[K+].ClCCl, predict the reaction product. (3) Given the reactants F[C:2]1[C:3]([NH:12][C@H:13]2[CH2:17][CH2:16][CH2:15][C@@H:14]2[NH:18][C:19](=[O:31])[C:20]2[CH:25]=[CH:24][CH:23]=[CH:22][C:21]=2[N:26]2[N:30]=[CH:29][CH:28]=[N:27]2)=[N:4][CH:5]=[C:6]([C:8]([F:11])([F:10])[F:9])[CH:7]=1.Cl.N[C@H]1CCC[C@@H]1NC(=O)C1C=CC=CC=1N1N=CC=N1.[Cl:53]C1C(F)=NC=C(C(F)(F)F)C=1, predict the reaction product. The product is: [Cl:53][C:2]1[C:3]([NH:12][C@H:13]2[CH2:17][CH2:16][CH2:15][C@@H:14]2[NH:18][C:19](=[O:31])[C:20]2[CH:25]=[CH:24][CH:23]=[CH:22][C:21]=2[N:26]2[N:30]=[CH:29][CH:28]=[N:27]2)=[N:4][CH:5]=[C:6]([C:8]([F:11])([F:10])[F:9])[CH:7]=1. (4) Given the reactants [F:1][C@H:2]1[CH2:19][C@@:17]2([CH3:18])[C@@H:13]([CH2:14][CH2:15][C@@H:16]2O)[C@H:12]2[C@H:3]1[C:4]1[CH:5]=[CH:6][C:7]([OH:28])=[CH:8][C:9]=1[CH2:10][C@H:11]2[CH2:21][CH2:22][CH2:23][CH2:24][CH2:25][NH:26][CH3:27].[F:29][C:30]([F:53])([C:49]([F:52])([F:51])[F:50])[CH2:31][CH2:32][CH2:33][CH2:34][CH2:35][CH2:36][CH2:37]C1C=C(C)C=CC=1S([O-])(=O)=O.[OH2:54], predict the reaction product. The product is: [F:1][C@H:2]1[CH2:19][C@@:17]2([CH3:18])[C@@H:13]([CH2:14][CH2:15][C@@H:16]2[OH:54])[C@H:12]2[C@H:3]1[C:4]1[CH:5]=[CH:6][C:7]([OH:28])=[CH:8][C:9]=1[CH2:10][C@H:11]2[CH2:21][CH2:22][CH2:23][CH2:24][CH2:25][N:26]([CH3:27])[CH2:37][CH2:36][CH2:35][CH2:34][CH2:33][CH2:32][CH2:31][C:30]([F:29])([F:53])[C:49]([F:50])([F:51])[F:52]. (5) Given the reactants [C:1]1([NH:7][C:8]2[C:9]3[N:10]([CH:16]=[CH:17][CH:18]=3)[N:11]=[CH:12][C:13]=2[C:14]#[N:15])[CH:6]=[CH:5][CH:4]=[CH:3][CH:2]=1.[OH-:19].[NH4+].OO, predict the reaction product. The product is: [C:1]1([NH:7][C:8]2[C:9]3[N:10]([CH:16]=[CH:17][CH:18]=3)[N:11]=[CH:12][C:13]=2[C:14]([NH2:15])=[O:19])[CH:6]=[CH:5][CH:4]=[CH:3][CH:2]=1. (6) Given the reactants [NH2:1][C:2]1[CH:7]=[C:6](Cl)[CH:5]=[CH:4][N:3]=1.[CH:9]1[C:14]([N+:15]([O-:17])=[O:16])=[CH:13][CH:12]=[C:11]([OH:18])[CH:10]=1.CCN(C(C)C)C(C)C.CN1CCCC1=O, predict the reaction product. The product is: [NH2:1][C:2]1[CH:7]=[C:6]([O:18][C:11]2[CH:10]=[CH:9][C:14]([N+:15]([O-:17])=[O:16])=[CH:13][CH:12]=2)[CH:5]=[CH:4][N:3]=1. (7) Given the reactants C[C@@H]1O[C@@H](OC(C[C@H](CC(O[C@H](CC(O[C@@H:37]2[C@@H:44]([C:45]([OH:47])=[O:46])[N:43]([CH3:48])[C:41](=[O:42])[C@H:40]([C@H:49]([O:65][C@@H:66]3[O:70][C@H:69]([CH2:71][NH2:72])[C@@H:68]([OH:73])[C@H:67]3[OH:74])[C@H:50]3[O:54][C@@H:53]([N:55]4[C:61](=[O:62])[NH:60][C:58](=[O:59])[CH:57]=[CH:56]4)[C@H:52]([OH:63])[C@@H:51]3[OH:64])[N:39]([CH3:75])[CH2:38]2)=O)CCCCCCCCCCCC(C)C)=O)C)=O)[C@H](OC)[C@H](OC)[C@H]1OC, predict the reaction product. The product is: [CH3:75][N:39]1[C@@H:40]([CH:49]([O:65][C@@H:66]2[O:70][C@H:69]([CH2:71][NH2:72])[C@@H:68]([OH:73])[C@H:67]2[OH:74])[C@H:50]2[O:54][C@@H:53]([N:55]3[C:61](=[O:62])[NH:60][C:58](=[O:59])[CH:57]=[CH:56]3)[C@H:52]([OH:63])[C@@H:51]2[OH:64])[C:41](=[O:42])[N:43]([CH3:48])[C:44]([C:45]([OH:47])=[O:46])=[CH:37][CH2:38]1.